From a dataset of Catalyst prediction with 721,799 reactions and 888 catalyst types from USPTO. Predict which catalyst facilitates the given reaction. Product: [Br:1][C:2]1[CH:7]=[CH:6][C:5]([NH:8][C:9]([NH:29][NH:28][C:26](=[O:27])[CH2:25][C@@H:22]2[CH2:23][CH2:24][N:20]([C:18]([CH:15]3[CH2:17][CH2:16]3)=[O:19])[CH2:21]2)=[O:10])=[C:4]([C:11]([F:12])([F:13])[F:14])[CH:3]=1. Reactant: [Br:1][C:2]1[CH:7]=[CH:6][C:5]([N:8]=[C:9]=[O:10])=[C:4]([C:11]([F:14])([F:13])[F:12])[CH:3]=1.[CH:15]1([C:18]([N:20]2[CH2:24][CH2:23][C@@H:22]([CH2:25][C:26]([NH:28][NH2:29])=[O:27])[CH2:21]2)=[O:19])[CH2:17][CH2:16]1. The catalyst class is: 4.